Dataset: Forward reaction prediction with 1.9M reactions from USPTO patents (1976-2016). Task: Predict the product of the given reaction. The product is: [I:1][C:2]1[CH:3]=[C:4]2[C:9](=[CH:10][CH:11]=1)[C:8](=[O:12])[NH:7][C:6](=[O:13])/[C:5]/2=[CH:14]\[NH:15][C:16]1[CH:17]=[CH:18][C:19]([N:22]2[CH2:23][CH2:24][N:25]([CH2:42][CH2:43][CH3:44])[CH2:26][CH2:27]2)=[CH:20][CH:21]=1. Given the reactants [I:1][C:2]1[CH:3]=[C:4]2[C:9](=[CH:10][CH:11]=1)[C:8](=[O:12])[NH:7][C:6](=[O:13])/[C:5]/2=[CH:14]\[NH:15][C:16]1[CH:21]=[CH:20][C:19]([N:22]2[CH2:27][CH2:26][NH:25][CH2:24][CH2:23]2)=[CH:18][CH:17]=1.C(O[BH-](OC(=O)C)OC(=O)C)(=O)C.[Na+].[CH:42](=O)[CH2:43][CH3:44].C(O)(=O)C.C(=O)(O)[O-].[Na+], predict the reaction product.